This data is from Full USPTO retrosynthesis dataset with 1.9M reactions from patents (1976-2016). The task is: Predict the reactants needed to synthesize the given product. (1) Given the product [Br:19][C:20]1[CH:21]=[C:22]([C:23](=[O:24])[CH2:8][C:2]2[CH:3]=[CH:4][CH:5]=[C:6]([CH3:7])[N:1]=2)[CH:28]=[CH:29][CH:30]=1, predict the reactants needed to synthesize it. The reactants are: [N:1]1[C:6]([CH3:7])=[CH:5][CH:4]=[CH:3][C:2]=1[CH3:8].C[Si](C)(C)N[Si](C)(C)C.[Na].[Br:19][C:20]1[CH:21]=[C:22]([CH:28]=[CH:29][CH:30]=1)[C:23](OCC)=[O:24].[Cl-].[NH4+]. (2) The reactants are: Cl[C:2]1[CH:7]=[C:6]([Cl:8])[N:5]=[CH:4][N:3]=1.[Br:9][C:10]1[CH:11]=[C:12]([CH:14]=[CH:15][CH:16]=1)[NH2:13].C(N(CC)C(C)C)(C)C.C(OCC)C. Given the product [Cl:8][C:6]1[N:5]=[CH:4][N:3]=[C:2]([NH:13][C:12]2[CH:14]=[CH:15][CH:16]=[C:10]([Br:9])[CH:11]=2)[CH:7]=1, predict the reactants needed to synthesize it. (3) The reactants are: [C:1]([N:4]1[CH2:9][CH2:8][C@H:7]([NH:10][C:11](=[O:20])[O:12][CH2:13][C:14]2[CH:19]=[CH:18][CH:17]=[CH:16][CH:15]=2)[C@H:6]([O:21][CH3:22])[CH2:5]1)(=[O:3])[NH2:2].Br[CH:24]([CH2:34][CH2:35][CH3:36])[C:25](=O)[C:26]([O:28][CH2:29][CH2:30]CC)=[O:27].C(=O)(O)[O-].[Na+]. Given the product [CH2:13]([O:12][C:11]([NH:10][C@H:7]1[CH2:8][CH2:9][N:4]([C:1]2[O:3][C:24]([CH2:34][CH2:35][CH3:36])=[C:25]([C:26]([O:28][CH2:29][CH3:30])=[O:27])[N:2]=2)[CH2:5][C@H:6]1[O:21][CH3:22])=[O:20])[C:14]1[CH:15]=[CH:16][CH:17]=[CH:18][CH:19]=1, predict the reactants needed to synthesize it. (4) Given the product [C:1]([O:5][C@@H:6]([C:11]1[C:40]([CH3:41])=[C:39]([CH3:42])[C:38]2=[N:43][C:35]3=[CH:36][N:37]2[C:12]=1[N:13]1[CH2:14][CH2:15][C:16]([CH3:50])([O:17][CH2:18][CH2:19][CH2:20][CH2:21][C@H:22]([CH3:47])[O:23][C:24]2[CH:25]=[CH:26][C:27]([F:46])=[C:28]([F:45])[C:29]=2[C:30]2[CH:44]=[C:34]3[CH:33]=[CH:32][CH:31]=2)[CH2:48][CH2:49]1)[C:7]([O:9][CH3:10])=[O:8])([CH3:4])([CH3:2])[CH3:3], predict the reactants needed to synthesize it. The reactants are: [C:1]([O:5][C@@H:6]([C:11]1[C:40]([CH3:41])=[C:39]([CH3:42])[C:38]2=[N:43][C:35]3=[CH:36][N:37]2[C:12]=1[N:13]1[CH2:49][CH2:48][C:16]([CH3:50])([O:17][CH2:18][CH:19]=[CH:20][CH2:21][C@H:22]([CH3:47])[O:23][C:24]2[CH:25]=[CH:26][C:27]([F:46])=[C:28]([F:45])[C:29]=2[C:30]2[CH:44]=[C:34]3[CH:33]=[CH:32][CH:31]=2)[CH2:15][CH2:14]1)[C:7]([O:9][CH3:10])=[O:8])([CH3:4])([CH3:3])[CH3:2].C(O[C@@H](C1C(C)=CC2=NC3=CN2C=1N1CCC(C)(OCCCC[C@H](C)OC2C=C(F)C=CC=2C2C=C3C=CC=2)CC1)C(OC)=O)(C)(C)C. (5) The reactants are: P([O-])([O-])([O-])=O.[K+].[K+].[K+].Cl[C:10]1[CH:11]=[CH:12][C:13]2[N:19]3[CH2:20][C@H:16]([CH2:17][CH2:18]3)[N:15]([C:21]([NH:23][C:24]3[CH:29]=[N:28][CH:27]=[CH:26][N:25]=3)=[O:22])[C:14]=2[N:30]=1.[CH2:31]([C:33]1[CH:38]=[C:37](B(O)O)[CH:36]=[CH:35][N:34]=1)[CH3:32].CC(C1C=C(C(C)C)C(C2C=CC=CC=2P(C2CCCCC2)C2CCCCC2)=C(C(C)C)C=1)C. Given the product [CH2:31]([C:33]1[CH:38]=[C:37]([C:10]2[CH:11]=[CH:12][C:13]3[N:19]4[CH2:20][C@H:16]([CH2:17][CH2:18]4)[N:15]([C:21]([NH:23][C:24]4[CH:29]=[N:28][CH:27]=[CH:26][N:25]=4)=[O:22])[C:14]=3[N:30]=2)[CH:36]=[CH:35][N:34]=1)[CH3:32], predict the reactants needed to synthesize it.